From a dataset of Reaction yield outcomes from USPTO patents with 853,638 reactions. Predict the reaction yield, written as a fraction of the theoretical maximum amount of product (1.0 means a 100% yield; for example, 0.34 means a 34% yield). (1) The reactants are [OH:1][CH2:2][CH:3]([CH2:6][OH:7])[CH2:4][OH:5].[CH3:8][C:9]([CH3:11])=O.Cl(O)(=O)(=O)=O.N. No catalyst specified. The product is [CH3:8][C:9]1([CH3:11])[O:5][CH2:4][CH:3]([CH2:6][OH:7])[CH2:2][O:1]1. The yield is 0.858. (2) The reactants are O1[C:5]2([CH2:10][CH2:9][CH:8]([CH2:11][NH:12][C:13]3[CH:18]=[CH:17][C:16]([CH2:19][N:20]4[C:24]5=[N:25][C:26]([CH3:30])=[CH:27][C:28]([CH3:29])=[C:23]5[N:22]=[C:21]4[CH2:31][CH3:32])=[CH:15][CH:14]=3)[CH2:7][CH2:6]2)[O:4]CC1.Cl.[OH-].[Na+]. The catalyst is C1COCC1. The product is [CH2:31]([C:21]1[N:20]([CH2:19][C:16]2[CH:15]=[CH:14][C:13]([NH:12][CH2:11][CH:8]3[CH2:9][CH2:10][C:5](=[O:4])[CH2:6][CH2:7]3)=[CH:18][CH:17]=2)[C:24]2=[N:25][C:26]([CH3:30])=[CH:27][C:28]([CH3:29])=[C:23]2[N:22]=1)[CH3:32]. The yield is 0.821. (3) The reactants are [OH-].[Li+].[CH3:3][C:4]([CH3:41])([CH3:40])[C@@H:5]([C:36]([O:38]C)=[O:37])[NH:6][C:7]([C:9]1[CH:14]=[CH:13][C:12]([C:15]2[CH:20]=[CH:19][C:18]([O:21][CH3:22])=[CH:17][CH:16]=2)=[CH:11][C:10]=1[NH:23][C:24]([NH:26][C:27]1[C:32]([Cl:33])=[CH:31][C:30]([Cl:34])=[CH:29][C:28]=1[Cl:35])=[O:25])=[O:8].CO.O. The catalyst is C1COCC1. The product is [CH3:3][C:4]([CH3:41])([CH3:40])[C@@H:5]([C:36]([OH:38])=[O:37])[NH:6][C:7]([C:9]1[CH:14]=[CH:13][C:12]([C:15]2[CH:16]=[CH:17][C:18]([O:21][CH3:22])=[CH:19][CH:20]=2)=[CH:11][C:10]=1[NH:23][C:24]([NH:26][C:27]1[C:32]([Cl:33])=[CH:31][C:30]([Cl:34])=[CH:29][C:28]=1[Cl:35])=[O:25])=[O:8]. The yield is 0.750.